Dataset: Reaction yield outcomes from USPTO patents with 853,638 reactions. Task: Predict the reaction yield, written as a fraction of the theoretical maximum amount of product (1.0 means a 100% yield; for example, 0.34 means a 34% yield). (1) The reactants are [Br:1][C:2]1[C:31]2=[N:32][C:28]3=[CH:29][N:30]2[C:5]([N:6]2[CH2:37][CH2:36][C:9]([CH3:38])([O:10][CH2:11][CH2:12][CH2:13][CH2:14][C@H:15]([CH3:35])[O:16][C:17]4[C:18]([F:34])=[CH:19][CH:20]=[CH:21][C:22]=4[C:23]4[CH:33]=[C:27]3[CH:26]=[CH:25][CH:24]=4)[CH2:8][CH2:7]2)=[C:4]([C@H:39]([O:44][C:45]([CH3:48])([CH3:47])[CH3:46])[C:40]([O:42]C)=[O:41])[C:3]=1[CH3:49].C(O[C@@H](C1C(C)=CC2=NC3=C(Cl)N2C=1N1CCC(C)(OCCCC[C@H](C)OC2C=CC(C)=CC=2C2C=C3C=CC=2)CC1)C(O)=O)(C)(C)C. No catalyst specified. The product is [Br:1][C:2]1[C:31]2=[N:32][C:28]3=[CH:29][N:30]2[C:5]([N:6]2[CH2:7][CH2:8][C:9]([CH3:38])([O:10][CH2:11][CH2:12][CH2:13][CH2:14][C@H:15]([CH3:35])[O:16][C:17]4[C:18]([F:34])=[CH:19][CH:20]=[CH:21][C:22]=4[C:23]4[CH:33]=[C:27]3[CH:26]=[CH:25][CH:24]=4)[CH2:36][CH2:37]2)=[C:4]([C@H:39]([O:44][C:45]([CH3:48])([CH3:47])[CH3:46])[C:40]([OH:42])=[O:41])[C:3]=1[CH3:49]. The yield is 0.0500. (2) The reactants are [C:1]([C:4]([CH3:6])=[O:5])([CH3:3])=[O:2].[OH-].[Na+].[O:9]1CCO[CH2:11][CH2:10]1. No catalyst specified. The product is [O:2]1[CH2:11][CH2:10][O:9][CH2:3][CH:1]1[C:4](=[O:5])[CH3:6]. The yield is 0.360. (3) The reactants are [CH2:1]([C@@:4]12[CH2:12][CH2:11][CH2:10][C@@H:9]([C@H:13]([OH:18])[CH2:14][C:15]([CH3:17])=[CH2:16])[C@@H:8]1[C:7]1([O:22][CH2:21][CH2:20][O:19]1)[CH2:6][CH2:5]2)[CH:2]=[CH2:3].C([O-])(O)=O.[Na+].CC(OI1(OC(C)=O)(OC(C)=O)OC(=O)C2C=CC=CC1=2)=O. The catalyst is ClCCl. The product is [CH2:1]([C@@:4]12[CH2:12][CH2:11][CH2:10][C@@H:9]([C:13](=[O:18])[CH2:14][C:15]([CH3:17])=[CH2:16])[C@@H:8]1[C:7]1([O:19][CH2:20][CH2:21][O:22]1)[CH2:6][CH2:5]2)[CH:2]=[CH2:3]. The yield is 0.750. (4) The reactants are [I:1]I.C([O-])(=O)C.[Tl+].[CH3:8][N:9]([CH3:17])[C:10]1[CH:11]=[C:12]([OH:16])[CH:13]=[CH:14][CH:15]=1. The catalyst is C(Cl)Cl. The product is [CH3:8][N:9]([CH3:17])[C:10]1[CH:15]=[CH:14][C:13]([I:1])=[C:12]([OH:16])[CH:11]=1. The yield is 0.360. (5) The reactants are [C:1]([N:5]1[C:13]2[C:8](=[CH:9][CH:10]=[CH:11][CH:12]=2)[C:7]([N+:14]([O-])=O)=[N:6]1)([CH3:4])([CH3:3])[CH3:2]. The catalyst is CO.[Pd]. The product is [C:1]([N:5]1[C:13]2[C:8](=[CH:9][CH:10]=[CH:11][CH:12]=2)[C:7]([NH2:14])=[N:6]1)([CH3:4])([CH3:2])[CH3:3]. The yield is 0.680. (6) The reactants are [Cl:1][C:2]1[CH:3]=[C:4]([CH:20]=[CH:21][C:22]=1[Cl:23])[CH2:5][C:6]1[N:7]=[C:8]([N:14]2[CH2:19][CH2:18][O:17][CH2:16][CH2:15]2)[S:9][C:10]=1[CH2:11][C:12]#[N:13].[N-:24]=[N+:25]=[N-:26].[Na+].[NH4+].[Cl-]. The catalyst is CN(C=O)C.C(OCC)(=O)C.O. The product is [NH:24]1[C:12]([CH2:11][C:10]2[S:9][C:8]([N:14]3[CH2:15][CH2:16][O:17][CH2:18][CH2:19]3)=[N:7][C:6]=2[CH2:5][C:4]2[CH:20]=[CH:21][C:22]([Cl:23])=[C:2]([Cl:1])[CH:3]=2)=[N:13][N:26]=[N:25]1. The yield is 0.0500. (7) The reactants are [NH2:1][C:2]1[CH:7]=[CH:6][CH:5]=[CH:4][CH:3]=1.[C:8](O[C:8]([C:10]([F:13])([F:12])[F:11])=[O:9])([C:10]([F:13])([F:12])[F:11])=[O:9]. The catalyst is C(Cl)Cl. The product is [F:11][C:10]([F:13])([F:12])[C:8]([NH:1][C:2]1[CH:7]=[CH:6][CH:5]=[CH:4][CH:3]=1)=[O:9]. The yield is 0.870. (8) The reactants are [CH3:1][CH:2]([CH3:5])[C:3]#[CH:4].[Li]CCCC.[I:11][C:12]1[CH:17]=[CH:16][CH:15]=[CH:14][C:13]=1[N:18]=[C:19]=[O:20]. The catalyst is C1COCC1.[Cl-].[Na+].O. The product is [I:11][C:12]1[CH:17]=[CH:16][CH:15]=[CH:14][C:13]=1[NH:18][C:19](=[O:20])[C:4]#[C:3][CH:2]([CH3:5])[CH3:1]. The yield is 0.900.